From a dataset of Full USPTO retrosynthesis dataset with 1.9M reactions from patents (1976-2016). Predict the reactants needed to synthesize the given product. (1) Given the product [N:12]1([C:2]2[CH:11]=[CH:10][C:5]([C:6]([O:8][CH3:9])=[O:7])=[CH:4][N:3]=2)[CH2:17][CH2:16][NH:15][CH2:14][CH2:13]1, predict the reactants needed to synthesize it. The reactants are: Cl[C:2]1[CH:11]=[CH:10][C:5]([C:6]([O:8][CH3:9])=[O:7])=[CH:4][N:3]=1.[NH:12]1[CH2:17][CH2:16][NH:15][CH2:14][CH2:13]1. (2) Given the product [CH3:1][C:2]1[CH:7]=[C:6]([C:29]2[CH:38]=[CH:37][CH:36]=[C:31]([C:32]([O:34][CH3:35])=[O:33])[CH:30]=2)[CH:5]=[C:4]([NH:17][C:18]2[N:23]=[C:22]([C:24]([F:27])([F:25])[F:26])[CH:21]=[CH:20][N:19]=2)[CH:3]=1, predict the reactants needed to synthesize it. The reactants are: [CH3:1][C:2]1[CH:3]=[C:4]([NH:17][C:18]2[N:23]=[C:22]([C:24]([F:27])([F:26])[F:25])[CH:21]=[CH:20][N:19]=2)[CH:5]=[C:6](B2OC(C)(C)C(C)(C)O2)[CH:7]=1.Br[C:29]1[CH:30]=[C:31]([CH:36]=[CH:37][CH:38]=1)[C:32]([O:34][CH3:35])=[O:33].O1CCOCC1.C(=O)([O-])[O-].[Na+].[Na+].